Dataset: Forward reaction prediction with 1.9M reactions from USPTO patents (1976-2016). Task: Predict the product of the given reaction. The product is: [Cl:35][C:34]1[C:8]([C:5]2[CH:4]=[CH:3][C:2]([C:38]3[CH:39]=[CH:40][CH:41]=[CH:42][C:37]=3[OH:36])=[CH:7][CH:6]=2)=[CH:9][C:10]2[N:14]=[C:13]([O:15][CH:16]3[CH2:19][CH:18]([C:20]([O:22][CH2:23][CH3:24])=[O:21])[CH2:17]3)[N:12]([CH2:25][O:26][CH2:27][CH2:28][Si:29]([CH3:31])([CH3:32])[CH3:30])[C:11]=2[CH:33]=1. Given the reactants Br[C:2]1[CH:7]=[CH:6][C:5]([C:8]2[C:34]([Cl:35])=[CH:33][C:11]3[N:12]([CH2:25][O:26][CH2:27][CH2:28][Si:29]([CH3:32])([CH3:31])[CH3:30])[C:13]([O:15][CH:16]4[CH2:19][CH:18]([C:20]([O:22][CH2:23][CH3:24])=[O:21])[CH2:17]4)=[N:14][C:10]=3[CH:9]=2)=[CH:4][CH:3]=1.[OH:36][C:37]1[CH:42]=[CH:41][CH:40]=[CH:39][C:38]=1B(O)O.C([O-])([O-])=O.[K+].[K+], predict the reaction product.